Predict which catalyst facilitates the given reaction. From a dataset of Catalyst prediction with 721,799 reactions and 888 catalyst types from USPTO. (1) Reactant: [Cl:1][C:2]1[CH:18]=[C:17]([Cl:19])[CH:16]=[CH:15][C:3]=1[CH2:4][NH:5][C:6]([N:8]1[CH2:14][CH:13]2[CH:10]([CH2:11][NH:12]2)[CH2:9]1)=[O:7].Br[C:21]1[N:26]=[CH:25][CH:24]=[CH:23][N:22]=1.C(N(CC)CC)C.C1C=CC(P(C2C(C3C(P(C4C=CC=CC=4)C4C=CC=CC=4)=CC=C4C=3C=CC=C4)=C3C(C=CC=C3)=CC=2)C2C=CC=CC=2)=CC=1.CC([O-])(C)C.[K+]. Product: [Cl:1][C:2]1[CH:18]=[C:17]([Cl:19])[CH:16]=[CH:15][C:3]=1[CH2:4][NH:5][C:6]([N:8]1[CH2:14][CH:13]2[CH:10]([CH2:11][N:12]2[C:21]2[N:26]=[CH:25][CH:24]=[CH:23][N:22]=2)[CH2:9]1)=[O:7]. The catalyst class is: 101. (2) Reactant: [NH2:1][C:2]1[CH:7]=[CH:6][C:5]([NH:8][C:9]2[N:14]=[C:13]([NH:15][C:16]3[CH:21]=[CH:20][C:19]([NH2:22])=[CH:18][CH:17]=3)[C:12]([F:23])=[CH:11][N:10]=2)=[CH:4][CH:3]=1.[ClH:24]. Product: [ClH:24].[NH2:1][C:2]1[CH:7]=[CH:6][C:5]([NH:8][C:9]2[N:14]=[C:13]([NH:15][C:16]3[CH:21]=[CH:20][C:19]([NH2:22])=[CH:18][CH:17]=3)[C:12]([F:23])=[CH:11][N:10]=2)=[CH:4][CH:3]=1. The catalyst class is: 12. (3) Reactant: Cl[C:2]1[CH:10]=[CH:9][C:5]([C:6]([OH:8])=[O:7])=[CH:4][N:3]=1.[OH:11][CH:12]1[CH2:16][CH2:15][O:14][CH2:13]1.[OH-].[K+].Cl. Product: [O:14]1[CH2:15][CH2:16][CH:12]([O:11][C:2]2[CH:10]=[CH:9][C:5]([C:6]([OH:8])=[O:7])=[CH:4][N:3]=2)[CH2:13]1. The catalyst class is: 16. (4) Reactant: Cl[CH2:2][CH:3]([OH:6])[CH2:4][OH:5].C(=O)([O-])[O-].[Cs+].[Cs+].[OH:13][C:14]1[CH:15]=[N:16][C:17]([C:20]2[CH:21]=[C:22]([CH:37]=[CH:38][CH:39]=2)[CH2:23][N:24]2[C:29](=[O:30])[CH:28]=[CH:27][C:26]([C:31]3[CH:32]=[N:33][N:34]([CH3:36])[CH:35]=3)=[N:25]2)=[N:18][CH:19]=1.O. Product: [OH:6][CH:3]([CH2:4][OH:5])[CH2:2][O:13][C:14]1[CH:15]=[N:16][C:17]([C:20]2[CH:21]=[C:22]([CH:37]=[CH:38][CH:39]=2)[CH2:23][N:24]2[C:29](=[O:30])[CH:28]=[CH:27][C:26]([C:31]3[CH:32]=[N:33][N:34]([CH3:36])[CH:35]=3)=[N:25]2)=[N:18][CH:19]=1. The catalyst class is: 21.